From a dataset of CYP2D6 inhibition data for predicting drug metabolism from PubChem BioAssay. Regression/Classification. Given a drug SMILES string, predict its absorption, distribution, metabolism, or excretion properties. Task type varies by dataset: regression for continuous measurements (e.g., permeability, clearance, half-life) or binary classification for categorical outcomes (e.g., BBB penetration, CYP inhibition). Dataset: cyp2d6_veith. (1) The molecule is Cc1ccc(/C=C/c2nnc(-c3ccc(C)cc3)o2)cc1. The result is 0 (non-inhibitor). (2) The compound is Cc1nc(SCC(=O)c2cc3ccccc3oc2=O)c(C#N)c(C)c1C(=O)Nc1ccccc1. The result is 0 (non-inhibitor). (3) The drug is CCCCC1(C)Nc2ccccc2-c2nc3ccccc3n21. The result is 1 (inhibitor). (4) The compound is CC(=O)C1C(c2ccccc2OC(F)F)NC(=O)NC1(O)C(F)(F)F. The result is 0 (non-inhibitor). (5) The molecule is COc1ccccc1CNC(=O)CSc1nc2nc(C)cc(C)n2n1. The result is 1 (inhibitor). (6) The compound is Cc1cc(C(C#N)c2cccc(Cl)c2)n2ncnc2n1. The result is 0 (non-inhibitor). (7) The compound is Nc1nc2c(nc(Br)n2[C@@H]2O[C@H]3COP(=O)([O-])O[C@@H]3[C@H]2O)c(=O)[nH]1.[Na+]. The result is 0 (non-inhibitor). (8) The drug is COc1ncc2nc(C)c(=O)n(C3CC3)c2n1. The result is 0 (non-inhibitor). (9) The molecule is COc1ccc(C)cc1NC(=O)CCC(=O)Nc1nnc(C(F)(F)F)s1. The result is 0 (non-inhibitor).